Dataset: Full USPTO retrosynthesis dataset with 1.9M reactions from patents (1976-2016). Task: Predict the reactants needed to synthesize the given product. (1) Given the product [Br:1][C:2]1[C:3]([F:20])=[C:4]([NH2:17])[C:5]([N:6]([CH2:11][CH:12]([CH3:14])[CH3:13])[CH2:7][CH:8]([CH3:9])[CH3:10])=[CH:15][CH:16]=1, predict the reactants needed to synthesize it. The reactants are: [Br:1][C:2]1[CH:16]=[CH:15][C:5]([N:6]([CH2:11][CH:12]([CH3:14])[CH3:13])[CH2:7][CH:8]([CH3:10])[CH3:9])=[C:4]([N+:17]([O-])=O)[C:3]=1[F:20].O.[Cl-].[NH4+]. (2) Given the product [NH2:23][C:8]1[CH:7]=[CH:6][CH:5]=[C:4]2[C:9]=1[C:10](=[O:22])[N:11]([C:12]1[CH:17]=[CH:16][CH:15]=[C:14]([C:18]([F:21])([F:20])[F:19])[CH:13]=1)[C:2]([CH3:1])=[N:3]2, predict the reactants needed to synthesize it. The reactants are: [CH3:1][C:2]1[N:11]([C:12]2[CH:17]=[CH:16][CH:15]=[C:14]([C:18]([F:21])([F:20])[F:19])[CH:13]=2)[C:10](=[O:22])[C:9]2[C:4](=[CH:5][CH:6]=[CH:7][C:8]=2[N+:23]([O-])=O)[N:3]=1.O.[SH-].[Na+]. (3) Given the product [CH:17]([C:2]1[CH:14]=[CH:13][C:12]2[C:11]3[C:6](=[CH:7][CH:8]=[CH:9][CH:10]=3)[C:5]([CH3:16])([CH3:15])[C:4]=2[CH:3]=1)=[CH2:18], predict the reactants needed to synthesize it. The reactants are: I[C:2]1[CH:14]=[CH:13][C:12]2[C:11]3[C:6](=[CH:7][CH:8]=[CH:9][CH:10]=3)[C:5]([CH3:16])([CH3:15])[C:4]=2[CH:3]=1.[C:17]1(C)C=CC=C[CH:18]=1.C(=O)([O-])[O-].[Na+].[Na+]. (4) Given the product [ClH:1].[ClH:32].[Cl:1][C:2]1[CH:3]=[C:4]([CH:8]([C:16]2([OH:22])[CH2:17][CH2:18][CH2:19][CH2:20][CH2:21]2)[CH2:9][N:10]2[CH2:15][CH2:14][N:13]([CH2:30][CH2:29][C:23]3[CH:28]=[CH:27][CH:26]=[CH:25][CH:24]=3)[CH2:12][CH2:11]2)[CH:5]=[CH:6][CH:7]=1, predict the reactants needed to synthesize it. The reactants are: [Cl:1][C:2]1[CH:3]=[C:4]([CH:8]([C:16]2([OH:22])[CH2:21][CH2:20][CH2:19][CH2:18][CH2:17]2)[CH2:9][N:10]2[CH2:15][CH2:14][NH:13][CH2:12][CH2:11]2)[CH:5]=[CH:6][CH:7]=1.[C:23]1([CH2:29][CH:30]=O)[CH:28]=[CH:27][CH:26]=[CH:25][CH:24]=1.[ClH:32]. (5) The reactants are: [C:1]([O:4][C@H:5]1[C@@H:19]([O:20][C:21](=[O:23])[CH3:22])[C@H:18]([O:24][C:25](=[O:27])[CH3:26])[C@@H:17]([CH2:28][O:29][C:30](=[O:32])[CH3:31])[O:16][C@@H:6]1[O:7][C:8]1[CH:13]=[CH:12][C:11](I)=[CH:10][C:9]=1[Cl:15])(=[O:3])[CH3:2].CC1(C)C(C)(C)OB([C:41]2[CH:42]=[C:43]3[CH:49]=[CH:48][NH:47][C:44]3=[N:45][CH:46]=2)O1.[O-]P([O-])([O-])=O.[K+].[K+].[K+]. Given the product [C:1]([O:4][C@H:5]1[C@@H:19]([O:20][C:21](=[O:23])[CH3:22])[C@H:18]([O:24][C:25](=[O:27])[CH3:26])[C@@H:17]([CH2:28][O:29][C:30](=[O:32])[CH3:31])[O:16][C@@H:6]1[O:7][C:8]1[CH:13]=[CH:12][C:11]([C:41]2[CH:42]=[C:43]3[CH:49]=[CH:48][NH:47][C:44]3=[N:45][CH:46]=2)=[CH:10][C:9]=1[Cl:15])(=[O:3])[CH3:2], predict the reactants needed to synthesize it. (6) The reactants are: [CH2:1]([N:3]([CH2:11][CH3:12])[C:4]1[CH:9]=[CH:8][C:7]([NH2:10])=[CH:6][CH:5]=1)[CH3:2].C(OC([NH:20][CH2:21][CH2:22][CH2:23][CH2:24][C@H:25]([NH:29][C:30]([O:32][CH2:33][CH:34]1[C:46]2[CH:45]=[CH:44][CH:43]=[CH:42][C:41]=2[C:40]2[C:35]1=[CH:36][CH:37]=[CH:38][CH:39]=2)=[O:31])[C:26](O)=[O:27])=O)(C)(C)C. Given the product [CH:36]1[C:35]2[CH:34]([CH2:33][O:32][C:30](=[O:31])[NH:29][C@H:25]([C:26](=[O:27])[NH:10][C:7]3[CH:8]=[CH:9][C:4]([N:3]([CH2:1][CH3:2])[CH2:11][CH3:12])=[CH:5][CH:6]=3)[CH2:24][CH2:23][CH2:22][CH2:21][NH2:20])[C:46]3[C:41](=[CH:42][CH:43]=[CH:44][CH:45]=3)[C:40]=2[CH:39]=[CH:38][CH:37]=1, predict the reactants needed to synthesize it. (7) Given the product [OH:15][C:14]1[C:7]2[C:6](=[CH:11][CH:10]=[C:9]([O:12][CH3:13])[CH:8]=2)[C:4]2[O:45][C:40]3[CH:39]=[CH:38][C:37]([Cl:36])=[CH:44][C:41]=3[C:42]=2[N:43]=1, predict the reactants needed to synthesize it. The reactants are: COC(=O)[CH:4]([C:6]1[CH:11]=[CH:10][C:9]([O:12][CH3:13])=[CH:8][C:7]=1[C:14](OC)=[O:15])Br.COC(=O)C(C1C=CC(Cl)=CC=1C(OC)=O)Br.[Cl:36][C:37]1[CH:38]=[CH:39][C:40]([OH:45])=[C:41]([CH:44]=1)[C:42]#[N:43].OC1C=CC=CC=1C#N.